From a dataset of Full USPTO retrosynthesis dataset with 1.9M reactions from patents (1976-2016). Predict the reactants needed to synthesize the given product. (1) The reactants are: [F:1][C:2]1[CH:7]=[CH:6][CH:5]=[C:4]([F:8])[C:3]=1[N:9]1[C:14]2[N:15]=[C:16]([N:29]3[CH2:34][CH2:33][CH:32]([NH:35][C:36]([O:38][C:39]([CH3:42])([CH3:41])[CH3:40])=[O:37])[CH2:31][CH2:30]3)[N:17]=[C:18]([C:19]3[CH:20]=[C:21]([CH:25]=[CH:26][C:27]=3[CH3:28])[C:22](O)=[O:23])[C:13]=2[CH2:12][NH:11][C:10]1=[O:43].C(Cl)CCl.C1[CH:49]=[CH:50][C:51]2N(O)N=[N:54][C:52]=2C=1.C1(CN)CC1. Given the product [CH:51]1([CH2:52][NH:54][C:22]([C:21]2[CH:25]=[CH:26][C:27]([CH3:28])=[C:19]([C:18]3[C:13]4[CH2:12][NH:11][C:10](=[O:43])[N:9]([C:3]5[C:4]([F:8])=[CH:5][CH:6]=[CH:7][C:2]=5[F:1])[C:14]=4[N:15]=[C:16]([N:29]4[CH2:30][CH2:31][CH:32]([NH:35][C:36](=[O:37])[O:38][C:39]([CH3:41])([CH3:42])[CH3:40])[CH2:33][CH2:34]4)[N:17]=3)[CH:20]=2)=[O:23])[CH2:49][CH2:50]1, predict the reactants needed to synthesize it. (2) The reactants are: CO[C:3]([CH:5]1[C:10](=O)[CH2:9][CH2:8][O:7][CH2:6]1)=[O:4].C(N(CC)CC)C.[Cl:19][CH2:20][C:21]([NH2:23])=[NH:22].C(Cl)Cl. Given the product [Cl:19][CH2:20][C:21]1[NH:23][C:3](=[O:4])[C:5]2[CH2:6][O:7][CH2:8][CH2:9][C:10]=2[N:22]=1, predict the reactants needed to synthesize it. (3) Given the product [F:22][C:19]([F:20])([F:21])[C:17]1[N:18]=[C:14]([C@@H:12]([NH2:11])[CH3:13])[S:15][CH:16]=1, predict the reactants needed to synthesize it. The reactants are: C(OC([NH:11][C@H:12]([C:14]1[S:15][CH:16]=[C:17]([C:19]([F:22])([F:21])[F:20])[N:18]=1)[CH3:13])=O)C1C=CC=CC=1.[Si](I)(C)(C)C. (4) Given the product [CH:3]1([C@H:9]([NH:13][C:14]([C:16]2[CH:21]=[CH:20][C:19]([C:22]3[CH:27]=[CH:26][C:25]([CH2:28][OH:29])=[CH:24][CH:23]=3)=[CH:18][C:17]=2[NH:36][C:37]([NH:39][C:40]2[C:45]([CH3:46])=[CH:44][C:43]([CH3:47])=[CH:42][C:41]=2[CH3:48])=[O:38])=[O:15])[C:10]([OH:12])=[O:11])[CH2:8][CH2:7][CH2:6][CH2:5][CH2:4]1, predict the reactants needed to synthesize it. The reactants are: [OH-].[Li+].[CH:3]1([C@H:9]([NH:13][C:14]([C:16]2[CH:21]=[CH:20][C:19]([C:22]3[CH:27]=[CH:26][C:25]([CH2:28][O:29]C(=O)C(F)(F)F)=[CH:24][CH:23]=3)=[CH:18][C:17]=2[NH:36][C:37]([NH:39][C:40]2[C:45]([CH3:46])=[CH:44][C:43]([CH3:47])=[CH:42][C:41]=2[CH3:48])=[O:38])=[O:15])[C:10]([OH:12])=[O:11])[CH2:8][CH2:7][CH2:6][CH2:5][CH2:4]1.CO.O. (5) The reactants are: [S:1]1[CH:5]=[CH:4][N:3]=[C:2]1[C:6](=[O:8])[CH3:7].[C:9](=O)([O:12]C)[O:10][CH3:11].[H-].[Na+].Cl. Given the product [O:8]=[C:6]([C:2]1[S:1][CH:5]=[CH:4][N:3]=1)[CH2:7][C:9]([O:10][CH3:11])=[O:12], predict the reactants needed to synthesize it. (6) Given the product [Br:14][C:15]1[CH:20]=[CH:19][C:18]([C:2](=[O:13])[CH2:3][C:4]2([C:9]([O:11][CH3:12])=[O:10])[CH2:8][CH2:7][CH2:6][CH2:5]2)=[CH:17][CH:16]=1, predict the reactants needed to synthesize it. The reactants are: Cl[C:2](=[O:13])[CH2:3][C:4]1([C:9]([O:11][CH3:12])=[O:10])[CH2:8][CH2:7][CH2:6][CH2:5]1.[Br:14][C:15]1[CH:20]=[CH:19][CH:18]=[CH:17][CH:16]=1.[Cl-].[Cl-].[Cl-].[Al+3].Cl.